From a dataset of Forward reaction prediction with 1.9M reactions from USPTO patents (1976-2016). Predict the product of the given reaction. Given the reactants S(Cl)([Cl:3])=O.[Cl:5][C:6]([Cl:18])=[C:7]([C:11]1[CH:16]=[CH:15][C:14]([Cl:17])=[CH:13][CH:12]=1)[C:8](O)=[O:9].N1C=CC=CC=1, predict the reaction product. The product is: [Cl:5][C:6]([Cl:18])=[C:7]([C:11]1[CH:16]=[CH:15][C:14]([Cl:17])=[CH:13][CH:12]=1)[C:8]([Cl:3])=[O:9].